Dataset: Merck oncology drug combination screen with 23,052 pairs across 39 cell lines. Task: Regression. Given two drug SMILES strings and cell line genomic features, predict the synergy score measuring deviation from expected non-interaction effect. (1) Drug 1: CC1CC2C3CCC4=CC(=O)C=CC4(C)C3(F)C(O)CC2(C)C1(O)C(=O)CO. Drug 2: CNC(=O)c1cc(Oc2ccc(NC(=O)Nc3ccc(Cl)c(C(F)(F)F)c3)cc2)ccn1. Cell line: COLO320DM. Synergy scores: synergy=2.65. (2) Drug 1: CS(=O)(=O)CCNCc1ccc(-c2ccc3ncnc(Nc4ccc(OCc5cccc(F)c5)c(Cl)c4)c3c2)o1. Drug 2: CC(C)CC(NC(=O)C(Cc1ccccc1)NC(=O)c1cnccn1)B(O)O. Cell line: OCUBM. Synergy scores: synergy=-6.24. (3) Drug 1: O=c1[nH]cc(F)c(=O)[nH]1. Drug 2: Cn1nnc2c(C(N)=O)ncn2c1=O. Cell line: CAOV3. Synergy scores: synergy=-35.7. (4) Drug 1: CC(C)CC(NC(=O)C(Cc1ccccc1)NC(=O)c1cnccn1)B(O)O. Drug 2: CCc1c2c(nc3ccc(O)cc13)-c1cc3c(c(=O)n1C2)COC(=O)C3(O)CC. Cell line: LNCAP. Synergy scores: synergy=9.94. (5) Synergy scores: synergy=17.8. Drug 1: CCC1(O)CC2CN(CCc3c([nH]c4ccccc34)C(C(=O)OC)(c3cc4c(cc3OC)N(C)C3C(O)(C(=O)OC)C(OC(C)=O)C5(CC)C=CCN6CCC43C65)C2)C1. Drug 2: COC1CC2CCC(C)C(O)(O2)C(=O)C(=O)N2CCCCC2C(=O)OC(C(C)CC2CCC(OP(C)(C)=O)C(OC)C2)CC(=O)C(C)C=C(C)C(O)C(OC)C(=O)C(C)CC(C)C=CC=CC=C1C. Cell line: OV90. (6) Drug 1: CN1C(=O)C=CC2(C)C3CCC4(C)C(NC(=O)OCC(F)(F)F)CCC4C3CCC12. Drug 2: CNC(=O)c1cc(Oc2ccc(NC(=O)Nc3ccc(Cl)c(C(F)(F)F)c3)cc2)ccn1. Cell line: RPMI7951. Synergy scores: synergy=1.22. (7) Drug 1: C=CCn1c(=O)c2cnc(Nc3ccc(N4CCN(C)CC4)cc3)nc2n1-c1cccc(C(C)(C)O)n1. Drug 2: NC1CCCCC1N.O=C(O)C(=O)O.[Pt+2]. Cell line: OCUBM. Synergy scores: synergy=11.2. (8) Drug 1: CS(=O)(=O)CCNCc1ccc(-c2ccc3ncnc(Nc4ccc(OCc5cccc(F)c5)c(Cl)c4)c3c2)o1. Drug 2: O=C(NOCC(O)CO)c1ccc(F)c(F)c1Nc1ccc(I)cc1F. Cell line: COLO320DM. Synergy scores: synergy=6.97.